This data is from Reaction yield outcomes from USPTO patents with 853,638 reactions. The task is: Predict the reaction yield, written as a fraction of the theoretical maximum amount of product (1.0 means a 100% yield; for example, 0.34 means a 34% yield). (1) The reactants are [CH3:1][O:2][C:3]1[CH:4]=[C:5]2[C:10](=[CH:11][CH:12]=1)[CH:9]=[C:8]([C:13](=O)[CH2:14][CH2:15][C:16]([C:18]1[CH:23]=[CH:22][CH:21]=[CH:20][CH:19]=1)=O)[CH:7]=[CH:6]2.[CH3:25][NH2:26]. No catalyst specified. The product is [CH3:1][O:2][C:3]1[CH:4]=[C:5]2[C:10](=[CH:11][CH:12]=1)[CH:9]=[C:8]([C:13]1[N:26]([CH3:25])[C:16]([C:18]3[CH:23]=[CH:22][CH:21]=[CH:20][CH:19]=3)=[CH:15][CH:14]=1)[CH:7]=[CH:6]2. The yield is 0.850. (2) The reactants are [F:1][C:2]1[CH:3]=[C:4]([CH:24]=[CH:25][CH:26]=1)[C:5]([N:7]=[C:8]1[N:12]([CH:13]([CH3:19])[C:14]([O:16]CC)=[O:15])[C:11]2[CH:20]=[CH:21][CH:22]=[CH:23][C:10]=2[S:9]1)=[O:6].O1CCCC1.[OH-].[Na+]. The catalyst is CO. The product is [F:1][C:2]1[CH:3]=[C:4]([CH:24]=[CH:25][CH:26]=1)[C:5]([N:7]=[C:8]1[N:12]([CH:13]([CH3:19])[C:14]([OH:16])=[O:15])[C:11]2[CH:20]=[CH:21][CH:22]=[CH:23][C:10]=2[S:9]1)=[O:6]. The yield is 1.00. (3) The reactants are C([NH:20][S:21](=[O:46])(=[O:45])[O:22][CH2:23][C@@H:24]1[C@@H:31]2[C@@H:27]([O:28]C(C)(C)[O:30]2)[C@H:26]([N:34]2[CH:42]=[N:41][C:40]3[C:35]2=[N:36][CH:37]=[N:38][C:39]=3[CH2:43][CH3:44])[O:25]1)(C1C=CC=CC=1)(C1C=CC=CC=1)C1C=CC=CC=1. The catalyst is C(O)(C(F)(F)F)=O.O. The product is [S:21](=[O:46])(=[O:45])([O:22][CH2:23][C@@H:24]1[C@@H:31]([OH:30])[C@@H:27]([OH:28])[C@H:26]([N:34]2[CH:42]=[N:41][C:40]3[C:35]2=[N:36][CH:37]=[N:38][C:39]=3[CH2:43][CH3:44])[O:25]1)[NH2:20]. The yield is 0.840. (4) The reactants are [Br:1][C:2]1[CH:3]=[C:4]([C:9]([F:12])([F:11])[F:10])[C:5]([NH2:8])=[N:6][CH:7]=1.Br[CH2:14][C:15](=O)[C:16]([O:18][CH2:19][CH3:20])=[O:17]. The catalyst is CN(C=O)C. The product is [CH2:19]([O:18][C:16]([C:15]1[N:8]=[C:5]2[C:4]([C:9]([F:12])([F:10])[F:11])=[CH:3][C:2]([Br:1])=[CH:7][N:6]2[CH:14]=1)=[O:17])[CH3:20]. The yield is 0.890. (5) The reactants are [CH2:1]([NH:8][C:9]([C:11]1[S:12][CH:13]=[CH:14][C:15]=1[NH:16][C:17]1[C:18]2[CH:25]=[CH:24][NH:23][C:19]=2[N:20]=[CH:21][N:22]=1)=[O:10])C1C=CC=CC=1.[F:26][C:27]1[CH:35]=[CH:34][C:30]([CH2:31]CN)=[CH:29][CH:28]=1. No catalyst specified. The product is [F:26][C:27]1[CH:35]=[CH:34][C:30]([CH2:31][CH2:1][NH:8][C:9]([C:11]2[S:12][CH:13]=[CH:14][C:15]=2[NH:16][C:17]2[C:18]3[CH:25]=[CH:24][NH:23][C:19]=3[N:20]=[CH:21][N:22]=2)=[O:10])=[CH:29][CH:28]=1. The yield is 0.140. (6) The reactants are Br[C:2]1[N:7]=[N:6][C:5]([NH2:8])=[N:4][C:3]=1[C:9]1[CH:14]=[CH:13][CH:12]=[CH:11][CH:10]=1.[CH3:15][CH:16]1[CH2:21][CH2:20][CH2:19][NH:18][CH2:17]1. No catalyst specified. The product is [CH3:15][CH:16]1[CH2:21][CH2:20][CH2:19][N:18]([C:2]2[N:7]=[N:6][C:5]([NH2:8])=[N:4][C:3]=2[C:9]2[CH:14]=[CH:13][CH:12]=[CH:11][CH:10]=2)[CH2:17]1. The yield is 0.140.